Task: Predict the product of the given reaction.. Dataset: Forward reaction prediction with 1.9M reactions from USPTO patents (1976-2016) (1) Given the reactants [CH:1]([B-](F)(F)F)=[CH2:2].[K+].C1(P(C2C=CC=CC=2)C2C=CC=CC=2)C=CC=CC=1.C(=O)([O-])[O-].[Cs+].[Cs+].[CH3:33][C:34]1[N:39]=[CH:38][C:37](Br)=[CH:36][N:35]=1, predict the reaction product. The product is: [CH3:33][C:34]1[N:39]=[CH:38][C:37]([CH:1]=[CH2:2])=[CH:36][N:35]=1. (2) Given the reactants [F:1][C:2]1[CH:3]=[C:4]([CH:33]=[CH:34][C:35]=1[F:36])[CH2:5][N:6]1[CH2:32][CH2:31][C:9]2([N:18]([C:19]3[CH:24]=[CH:23][C:22]([O:25][CH3:26])=[CH:21][CH:20]=3)[C:17](=[O:27])[C:16]3[C:11](=[CH:12][C:13]([C:28]([OH:30])=[O:29])=[CH:14][CH:15]=3)[NH:10]2)[CH2:8][CH2:7]1.C(=O)([O-])[O-].[Cs+].[Cs+].CN(C)C=O.[CH2:48](I)[CH3:49], predict the reaction product. The product is: [F:1][C:2]1[CH:3]=[C:4]([CH:33]=[CH:34][C:35]=1[F:36])[CH2:5][N:6]1[CH2:7][CH2:8][C:9]2([N:18]([C:19]3[CH:20]=[CH:21][C:22]([O:25][CH3:26])=[CH:23][CH:24]=3)[C:17](=[O:27])[C:16]3[C:11](=[CH:12][C:13]([C:28]([O:30][CH2:48][CH3:49])=[O:29])=[CH:14][CH:15]=3)[NH:10]2)[CH2:31][CH2:32]1. (3) Given the reactants ON=[CH:3][C:4]([NH:6][C:7]1[CH:12]=[CH:11][C:10]([O:13][CH3:14])=[C:9]([CH3:15])[CH:8]=1)=[O:5].CS(O)(=O)=[O:18], predict the reaction product. The product is: [CH3:14][O:13][C:10]1[CH:11]=[C:12]2[C:7](=[CH:8][C:9]=1[CH3:15])[NH:6][C:4](=[O:5])[C:3]2=[O:18].